Dataset: Catalyst prediction with 721,799 reactions and 888 catalyst types from USPTO. Task: Predict which catalyst facilitates the given reaction. (1) Reactant: [C:1]([O:4][C:5]1[CH:10]=[CH:9][C:8]([C:11]2[C:20](=[O:21])[C:19]3[C:14](=[CH:15][C:16]([O:22][C:23](=[O:25])[CH3:24])=[CH:17][CH:18]=3)[O:13][C:12]=2[CH2:26][CH2:27][CH3:28])=[CH:7][CH:6]=1)(=[O:3])[CH3:2]. Product: [C:1]([O:4][C:5]1[CH:10]=[CH:9][C:8]([CH:11]2[CH:20]([OH:21])[C:19]3[C:14](=[CH:15][C:16]([O:22][C:23](=[O:25])[CH3:24])=[CH:17][CH:18]=3)[O:13][CH:12]2[CH2:26][CH2:27][CH3:28])=[CH:7][CH:6]=1)(=[O:3])[CH3:2]. The catalyst class is: 153. (2) Reactant: [CH3:1][O:2][C:3]1[CH:4]=[C:5]([CH2:9][C:10]#[N:11])[CH:6]=[CH:7][CH:8]=1.IC.[CH3:14][Si]([N-][Si](C)(C)C)(C)C.[Na+]. The catalyst class is: 1. Product: [CH3:1][O:2][C:3]1[CH:4]=[C:5]([CH:9]([CH3:14])[C:10]#[N:11])[CH:6]=[CH:7][CH:8]=1. (3) Reactant: [O:1]1[C:6]2[CH:7]=[CH:8][C:9]([CH:11]=[O:12])=[CH:10][C:5]=2[NH:4][CH2:3][CH2:2]1.P1C=CC=NN=1.[CH3:19][C:20]1[CH:21]=[C:22]([CH:25]=[C:26]([CH3:28])[CH:27]=1)[CH2:23]Br. Product: [CH3:19][C:20]1[CH:27]=[C:26]([CH:25]=[C:22]([CH3:23])[CH:21]=1)[CH2:28][N:4]1[C:5]2[CH:10]=[C:9]([CH:11]=[O:12])[CH:8]=[CH:7][C:6]=2[O:1][CH2:2][CH2:3]1. The catalyst class is: 7. (4) Reactant: [CH3:1][C:2]1[CH:6]=[C:5]([NH:7][C:8]([C:10]2[CH:11]=[C:12]([C@@H:16]3[CH2:18][C@H:17]3[NH:19]C(=O)OC(C)(C)C)[CH:13]=[CH:14][CH:15]=2)=[O:9])[O:4][N:3]=1.[ClH:27].C(OCC)(=O)C. Product: [ClH:27].[ClH:27].[NH2:19][C@@H:17]1[CH2:18][C@H:16]1[C:12]1[CH:11]=[C:10]([CH:15]=[CH:14][CH:13]=1)[C:8]([NH:7][C:5]1[O:4][N:3]=[C:2]([CH3:1])[CH:6]=1)=[O:9]. The catalyst class is: 13. (5) Product: [Cl:1][C:2]1[CH:3]=[CH:4][C:5]([C:8]2[O:12][N:11]=[CH:10][C:9]=2[C:13]([N:39]2[CH2:44][CH2:43][CH2:42][C@H:41]([C:45]([OH:48])([CH3:47])[CH3:46])[CH2:40]2)=[O:15])=[CH:6][CH:7]=1. The catalyst class is: 2. Reactant: [Cl:1][C:2]1[CH:7]=[CH:6][C:5]([C:8]2[O:12][N:11]=[CH:10][C:9]=2[C:13]([OH:15])=O)=[CH:4][CH:3]=1.CN(C(ON1N=NC2C=CC=CC1=2)=[N+](C)C)C.[B-](F)(F)(F)F.Cl.[NH:39]1[CH2:44][CH2:43][CH2:42][C@H:41]([C:45]([OH:48])([CH3:47])[CH3:46])[CH2:40]1.CCN(CC)CC. (6) Reactant: [Cl:1][C:2]1[C:3]([C:25]2[CH:26]=[N:27][C:28]([C:31]([F:34])([F:33])[F:32])=[CH:29][CH:30]=2)=[CH:4][C:5]([CH2:8][NH:9][C:10]([C@@H:12]2[CH2:16][C@@H:15]([F:17])[CH2:14][N:13]2C(OC(C)(C)C)=O)=[O:11])=[N:6][CH:7]=1. Product: [Cl:1][C:2]1[C:3]([C:25]2[CH:26]=[N:27][C:28]([C:31]([F:32])([F:34])[F:33])=[CH:29][CH:30]=2)=[CH:4][C:5]([CH2:8][NH:9][C:10]([C@@H:12]2[CH2:16][C@@H:15]([F:17])[CH2:14][NH:13]2)=[O:11])=[N:6][CH:7]=1. The catalyst class is: 281. (7) Reactant: [CH2:1]([O:8][C:9](=[O:32])[NH:10][C:11]1[CH:16]=[CH:15][C:14]([F:17])=[C:13]([CH:18]([C:20]2[C:28]3[C:23](=[N:24][CH:25]=[C:26]([C:29]#[N:30])[CH:27]=3)[NH:22][CH:21]=2)[OH:19])[C:12]=1[F:31])[C:2]1[CH:7]=[CH:6][CH:5]=[CH:4][CH:3]=1.CC(OI1(OC(C)=O)(OC(C)=O)OC(=O)C2C=CC=CC1=2)=O.C(=O)([O-])[O-].[K+].[K+].S([O-])([O-])(=O)=S.[Na+].[Na+]. Product: [CH2:1]([O:8][C:9](=[O:32])[NH:10][C:11]1[CH:16]=[CH:15][C:14]([F:17])=[C:13]([C:18]([C:20]2[C:28]3[C:23](=[N:24][CH:25]=[C:26]([C:29]#[N:30])[CH:27]=3)[NH:22][CH:21]=2)=[O:19])[C:12]=1[F:31])[C:2]1[CH:3]=[CH:4][CH:5]=[CH:6][CH:7]=1. The catalyst class is: 7. (8) Reactant: [Br:1][C:2]1[CH:3]=[N+:4]([O-])[C:5]2[CH2:6][CH2:7][CH2:8][C:9]=2[CH:10]=1.FC(F)(F)C(OC(=O)C(F)(F)F)=[O:15]. The catalyst class is: 2. Product: [Br:1][C:2]1[CH:3]=[N:4][C:5]2[CH:6]([OH:15])[CH2:7][CH2:8][C:9]=2[CH:10]=1. (9) Reactant: C[OH:2].O.[Si]([O:11][CH2:12][CH2:13][O:14][C:15]1[C:16]([F:50])=[C:17]([CH:23]([NH:37][C:38]2[CH:43]=[CH:42][C:41]([C:44]3[N:48]=[C:47]([CH3:49])[O:46][N:45]=3)=[CH:40][CH:39]=2)[C:24]2[NH:28][C:27](=[O:29])[N:26]([C:30]3[C:31](=[O:36])[NH:32][CH:33]=[CH:34][N:35]=3)[N:25]=2)[CH:18]=[C:19]([O:21][CH3:22])[CH:20]=1)(C(C)(C)C)(C)C. Product: [C:47]([OH:2])(=[O:46])[CH3:49].[F:50][C:16]1[C:15]([O:14][CH2:13][CH2:12][OH:11])=[CH:20][C:19]([O:21][CH3:22])=[CH:18][C:17]=1[CH:23]([NH:37][C:38]1[CH:43]=[CH:42][C:41]([C:44]([NH2:48])=[NH:45])=[CH:40][CH:39]=1)[C:24]1[NH:28][C:27](=[O:29])[N:26]([C:30]2[C:31](=[O:36])[NH:32][CH:33]=[CH:34][N:35]=2)[N:25]=1. The catalyst class is: 770. (10) Reactant: [C:1](=[O:12])([O:5][CH:6]([CH2:8][CH:9]([OH:11])[CH3:10])[CH3:7])[O:2][CH2:3][CH3:4].[CH2:13]([C:16]1[CH:24]=[CH:23][C:19]([C:20](Cl)=[O:21])=[CH:18][CH:17]=1)[CH2:14][CH3:15].N1C=CC=CC=1. Product: [CH2:13]([C:16]1[CH:17]=[CH:18][C:19]([C:20]([O:11][CH:9]([CH2:8][CH:6]([O:5][C:1]([O:2][CH2:3][CH3:4])=[O:12])[CH3:7])[CH3:10])=[O:21])=[CH:23][CH:24]=1)[CH2:14][CH3:15]. The catalyst class is: 2.